From a dataset of Full USPTO retrosynthesis dataset with 1.9M reactions from patents (1976-2016). Predict the reactants needed to synthesize the given product. (1) Given the product [CH3:2][CH:3]([CH2:7][CH2:8][N:9]1[CH2:13][CH2:12][CH2:11][CH2:10]1)[C:4]([NH:32][C:31]1[NH:27][N:28]=[C:29]([C:33]2[CH:34]=[N:35][C:36]3[C:41]([CH:42]=2)=[CH:40][CH:39]=[CH:38][CH:37]=3)[CH:30]=1)=[O:6], predict the reactants needed to synthesize it. The reactants are: Cl.[CH3:2][CH:3]([CH2:7][CH2:8][N:9]1[CH2:13][CH2:12][CH2:11][CH2:10]1)[C:4]([OH:6])=O.C(Cl)(=O)C(Cl)=O.C(OC([N:27]1[C:31]([NH2:32])=[CH:30][C:29]([C:33]2[CH:34]=[N:35][C:36]3[C:41]([CH:42]=2)=[CH:40][CH:39]=[CH:38][CH:37]=3)=[N:28]1)=O)(C)(C)C.FC(F)(F)C(O)=O. (2) Given the product [Br:1][C:2]1[C:3]([N:10]([CH:12]2[CH2:13][CH2:14][N:15]([C:18]([O:20][CH2:21][C:22]3[CH:27]=[CH:26][CH:25]=[CH:24][CH:23]=3)=[O:19])[CH2:16][CH2:17]2)[NH:11][C:34]([C:33]2[CH:37]=[CH:38][C:30]([CH2:29][Br:28])=[CH:31][CH:32]=2)=[O:35])=[N:4][C:5]([C:8]#[N:9])=[N:6][CH:7]=1, predict the reactants needed to synthesize it. The reactants are: [Br:1][C:2]1[C:3]([N:10]([CH:12]2[CH2:17][CH2:16][N:15]([C:18]([O:20][CH2:21][C:22]3[CH:27]=[CH:26][CH:25]=[CH:24][CH:23]=3)=[O:19])[CH2:14][CH2:13]2)[NH2:11])=[N:4][C:5]([C:8]#[N:9])=[N:6][CH:7]=1.[Br:28][CH2:29][C:30]1[CH:38]=[CH:37][C:33]([C:34](Br)=[O:35])=[CH:32][CH:31]=1.CCN(C(C)C)C(C)C. (3) Given the product [C:4]1([C:1]2[CH:2]=[C:24]([CH2:23][CH2:22][C:20]#[N:21])[NH:29][N:28]=2)[CH:9]=[CH:8][CH:7]=[CH:6][CH:5]=1, predict the reactants needed to synthesize it. The reactants are: [C:1]([C:4]1[CH:9]=[CH:8][CH:7]=[CH:6][CH:5]=1)(=O)[CH3:2].[Li+].C[Si]([N-][Si](C)(C)C)(C)C.[C:20]([CH2:22][CH2:23][C:24](Cl)=O)#[N:21].O.[NH2:28][NH2:29]. (4) Given the product [ClH:1].[Cl:1][C:2]1[CH:3]=[CH:4][C:5]([C:8]2[C:17]3[C:12](=[CH:13][CH:14]=[CH:15][CH:16]=3)[N:11]=[CH:10][C:9]=2[S:18]([C:21]2[CH:22]=[CH:23][C:24]([CH3:27])=[CH:25][CH:26]=2)(=[O:19])=[O:20])=[CH:6][CH:7]=1, predict the reactants needed to synthesize it. The reactants are: [Cl:1][C:2]1[CH:7]=[CH:6][C:5]([C:8]2[C:17]3[C:12](=[CH:13][CH:14]=[CH:15][CH:16]=3)[N:11]=[CH:10][C:9]=2[S:18]([C:21]2[CH:26]=[CH:25][C:24]([CH3:27])=[CH:23][CH:22]=2)(=[O:20])=[O:19])=[CH:4][CH:3]=1.Cl. (5) Given the product [C:10]([C:13]1[CH:14]=[CH:15][C:16]([S:19]([NH:1][C:2]2[C:3]([Cl:9])=[N:4][CH:5]=[C:6]([Br:8])[CH:7]=2)(=[O:21])=[O:20])=[CH:17][CH:18]=1)(=[O:12])[CH3:11], predict the reactants needed to synthesize it. The reactants are: [NH2:1][C:2]1[C:3]([Cl:9])=[N:4][CH:5]=[C:6]([Br:8])[CH:7]=1.[C:10]([C:13]1[CH:18]=[CH:17][C:16]([S:19](Cl)(=[O:21])=[O:20])=[CH:15][CH:14]=1)(=[O:12])[CH3:11].C([O-])([O-])=O.[K+].[K+]. (6) Given the product [Br:5][C:6]1[CH:7]=[C:8]([CH:21]=[CH:22][CH:23]=1)[CH2:9][O:10][C:11]1[CH:12]=[CH:13][C:14]([C@@H:17]2[CH2:19][C@H:18]2[NH:20][CH:25]2[CH2:26][CH2:27][CH:28]([NH:31][C:32](=[O:38])[O:33][C:34]([CH3:36])([CH3:35])[CH3:37])[CH2:29][CH2:30]2)=[CH:15][CH:16]=1, predict the reactants needed to synthesize it. The reactants are: C(O)(=O)C.[Br:5][C:6]1[CH:7]=[C:8]([CH:21]=[CH:22][CH:23]=1)[CH2:9][O:10][C:11]1[CH:16]=[CH:15][C:14]([C@@H:17]2[CH2:19][C@H:18]2[NH2:20])=[CH:13][CH:12]=1.O=[C:25]1[CH2:30][CH2:29][CH:28]([NH:31][C:32](=[O:38])[O:33][C:34]([CH3:37])([CH3:36])[CH3:35])[CH2:27][CH2:26]1.C(O[BH-](OC(=O)C)OC(=O)C)(=O)C.[Na+]. (7) The reactants are: [H-].[Na+].[Br:3][C:4]1[CH:5]=[C:6]2[C:10](=[CH:11][CH:12]=1)[NH:9][N:8]=[C:7]2[CH3:13].CC1C=CC(S(O[CH2:25][C:26]2([C:29]#[N:30])[CH2:28][CH2:27]2)(=O)=O)=CC=1.[Cl-].[NH4+]. Given the product [Br:3][C:4]1[CH:12]=[CH:11][C:10]2[C:6](=[C:7]([CH3:13])[N:8]([CH2:25][C:26]3([C:29]#[N:30])[CH2:28][CH2:27]3)[N:9]=2)[CH:5]=1, predict the reactants needed to synthesize it.